This data is from Full USPTO retrosynthesis dataset with 1.9M reactions from patents (1976-2016). The task is: Predict the reactants needed to synthesize the given product. (1) Given the product [CH3:3][N:2]([CH2:4][C:5]1[N:10]=[C:9]([C:11]([NH:71][C:58]2[CH:57]=[C:56]([C:51]3[CH:52]=[CH:53][CH:54]=[C:55]4[C:50]=3[CH:49]=[CH:48][NH:47]4)[CH:64]=[C:63]3[C:59]=2[CH:60]=[N:61][NH:62]3)=[O:13])[CH:8]=[CH:7][CH:6]=1)[CH3:1], predict the reactants needed to synthesize it. The reactants are: [CH3:1][N:2]([CH2:4][C:5]1[N:10]=[C:9]([C:11]([OH:13])=O)[CH:8]=[CH:7][CH:6]=1)[CH3:3].F[P-](F)(F)(F)(F)F.N1(OC(N(C)C)=[N+](C)C)C2N=CC=CC=2N=N1.CCN(C(C)C)C(C)C.[NH:47]1[C:55]2[C:50](=[C:51]([C:56]3[CH:57]=[C:58]([NH2:71])[C:59]4[C:63]([CH:64]=3)=[N:62][N:61](C3CCCCO3)[CH:60]=4)[CH:52]=[CH:53][CH:54]=2)[CH:49]=[CH:48]1.C(=O)(O)[O-].[Na+]. (2) Given the product [S:13]1[C:17]2[CH:18]=[C:19]([NH:22][C:2]3[C:3]([C:10]([OH:12])=[O:11])=[CH:4][N:5]=[C:6]([F:9])[C:7]=3[F:8])[CH:20]=[CH:21][C:16]=2[N:15]=[CH:14]1, predict the reactants needed to synthesize it. The reactants are: Cl[C:2]1[C:7]([F:8])=[C:6]([F:9])[N:5]=[CH:4][C:3]=1[C:10]([OH:12])=[O:11].[S:13]1[C:17]2[CH:18]=[C:19]([NH2:22])[CH:20]=[CH:21][C:16]=2[N:15]=[CH:14]1.